Dataset: Forward reaction prediction with 1.9M reactions from USPTO patents (1976-2016). Task: Predict the product of the given reaction. (1) Given the reactants [F:1][C:2]1[CH:22]=[CH:21][C:5]2[N:6]=[C:7]([C:11]3[CH:16]=[CH:15][CH:14]=[CH:13][C:12]=3[O:17]C(=O)C)O[C:9](=[O:10])[C:4]=2[CH:3]=1.[CH2:23]([NH2:31])[CH2:24][C:25]1[CH:30]=[CH:29][CH:28]=[CH:27][CH:26]=1, predict the reaction product. The product is: [F:1][C:2]1[CH:3]=[C:4]2[C:5](=[CH:21][CH:22]=1)[N:6]=[C:7]([C:11]1[CH:16]=[CH:15][CH:14]=[CH:13][C:12]=1[OH:17])[N:31]([CH2:23][CH2:24][C:25]1[CH:30]=[CH:29][CH:28]=[CH:27][CH:26]=1)[C:9]2=[O:10]. (2) Given the reactants [Cl:1][C:2]1[C:11]2[C:6](=[CH:7][CH:8]=[CH:9][CH:10]=2)[N:5]=[C:4]([CH3:12])[N:3]=1.C(=O)([O-])[O-].[K+].[K+].[NH2:19][NH2:20], predict the reaction product. The product is: [ClH:1].[ClH:1].[NH:19]([C:2]1[C:11]2[C:6](=[CH:7][CH:8]=[CH:9][CH:10]=2)[N:5]=[C:4]([CH3:12])[N:3]=1)[NH2:20].